This data is from Catalyst prediction with 721,799 reactions and 888 catalyst types from USPTO. The task is: Predict which catalyst facilitates the given reaction. (1) Reactant: [CH2:1]([CH:3]1[N:12]2[CH:7]([CH2:8][C:9](=[O:18])[C:10]([C:13]([O:15][CH2:16][CH3:17])=[O:14])=[CH:11]2)[C:6]2[CH:19]=[C:20]([CH2:25][CH3:26])[C:21]([O:23][CH3:24])=[CH:22][C:5]=2[CH2:4]1)[CH3:2].ClC1C(=O)C(Cl)=C(Cl)C(=O)C=1Cl. Product: [CH2:1]([CH:3]1[N:12]2[C:7](=[CH:8][C:9](=[O:18])[C:10]([C:13]([O:15][CH2:16][CH3:17])=[O:14])=[CH:11]2)[C:6]2[CH:19]=[C:20]([CH2:25][CH3:26])[C:21]([O:23][CH3:24])=[CH:22][C:5]=2[CH2:4]1)[CH3:2]. The catalyst class is: 57. (2) Reactant: [N:1]1[CH:6]=[CH:5][C:4]([CH2:7][CH2:8][CH2:9][OH:10])=[CH:3][CH:2]=1.[C:11]([OH:16])(=[O:15])[C:12]([CH3:14])=[CH2:13].N1(C2C=CN=CC=2)CCCC1.C1(N=C=NC2CCCCC2)CCCCC1. Product: [N:1]1[CH:6]=[CH:5][C:4]([CH2:7][CH2:8][CH2:9][OH:10])=[CH:3][CH:2]=1.[C:11]([O-:16])(=[O:15])[C:12]([CH3:14])=[CH2:13]. The catalyst class is: 4. (3) Reactant: C[Si](C)(C)[N-][Si](C)(C)C.[Li+].S1C2C=CC=CC=2N=C1S([CH2:23][C@@H:24]1[NH:28][C:27](=[O:29])[CH2:26][CH2:25]1)(=O)=O.[Si:30]([O:37][C:38]1[CH:43]=[CH:42][C:41]([C:44]([C:46]2[CH:51]=[CH:50][C:49]([Cl:52])=[C:48]([O:53][CH3:54])[N:47]=2)=O)=[CH:40][CH:39]=1)([C:33]([CH3:36])([CH3:35])[CH3:34])([CH3:32])[CH3:31].O. Product: [Si:30]([O:37][C:38]1[CH:43]=[CH:42][C:41](/[C:44](/[C:46]2[CH:51]=[CH:50][C:49]([Cl:52])=[C:48]([O:53][CH3:54])[N:47]=2)=[CH:23]\[C@@H:24]2[NH:28][C:27](=[O:29])[CH2:26][CH2:25]2)=[CH:40][CH:39]=1)([C:33]([CH3:35])([CH3:34])[CH3:36])([CH3:31])[CH3:32]. The catalyst class is: 7. (4) Reactant: [OH:1][CH2:2][CH:3]1[NH:8][CH2:7][CH2:6][N:5]([C:9]([O:11][C:12]([CH3:15])([CH3:14])[CH3:13])=[O:10])[CH2:4]1.[C:16]([C:18]1[CH:19]=[C:20]([N:24]=[C:25]=[O:26])[CH:21]=[CH:22][CH:23]=1)#[N:17]. Product: [C:16]([C:18]1[CH:19]=[C:20]([NH:24][C:25]([N:8]2[CH2:7][CH2:6][N:5]([C:9]([O:11][C:12]([CH3:15])([CH3:14])[CH3:13])=[O:10])[CH2:4][CH:3]2[CH2:2][OH:1])=[O:26])[CH:21]=[CH:22][CH:23]=1)#[N:17]. The catalyst class is: 7. (5) Reactant: N#N.[C:3]1([CH:9]([C:11]2[CH:16]=[CH:15][CH:14]=[CH:13][CH:12]=2)[NH2:10])[CH:8]=[CH:7][CH:6]=[CH:5][CH:4]=1.O=[CH:18][C:19]1[CH:27]=[CH:26][C:24]([OH:25])=[C:21]([O:22][CH3:23])[CH:20]=1.O. Product: [CH:9](/[N:10]=[CH:18]/[C:19]1[CH:27]=[CH:26][C:24]([OH:25])=[C:21]([O:22][CH3:23])[CH:20]=1)([C:3]1[CH:4]=[CH:5][CH:6]=[CH:7][CH:8]=1)[C:11]1[CH:12]=[CH:13][CH:14]=[CH:15][CH:16]=1. The catalyst class is: 81.